This data is from NCI-60 drug combinations with 297,098 pairs across 59 cell lines. The task is: Regression. Given two drug SMILES strings and cell line genomic features, predict the synergy score measuring deviation from expected non-interaction effect. (1) Drug 1: CN(C)N=NC1=C(NC=N1)C(=O)N. Drug 2: CN1C(=O)N2C=NC(=C2N=N1)C(=O)N. Cell line: CCRF-CEM. Synergy scores: CSS=15.6, Synergy_ZIP=1.56, Synergy_Bliss=0.0655, Synergy_Loewe=-13.1, Synergy_HSA=-5.04. (2) Drug 1: C1=CC=C(C=C1)NC(=O)CCCCCCC(=O)NO. Drug 2: C1=CC(=C(C=C1I)F)NC2=C(C=CC(=C2F)F)C(=O)NOCC(CO)O. Cell line: SK-OV-3. Synergy scores: CSS=56.8, Synergy_ZIP=2.16, Synergy_Bliss=4.16, Synergy_Loewe=6.40, Synergy_HSA=7.21. (3) Drug 1: CN(C)N=NC1=C(NC=N1)C(=O)N. Drug 2: C1C(C(OC1N2C=NC(=NC2=O)N)CO)O. Cell line: SF-268. Synergy scores: CSS=5.12, Synergy_ZIP=3.16, Synergy_Bliss=9.39, Synergy_Loewe=-0.683, Synergy_HSA=2.63. (4) Drug 1: CC1=C2C(C(=O)C3(C(CC4C(C3C(C(C2(C)C)(CC1OC(=O)C(C(C5=CC=CC=C5)NC(=O)C6=CC=CC=C6)O)O)OC(=O)C7=CC=CC=C7)(CO4)OC(=O)C)O)C)OC(=O)C. Drug 2: CC(C)CN1C=NC2=C1C3=CC=CC=C3N=C2N. Cell line: MDA-MB-435. Synergy scores: CSS=57.9, Synergy_ZIP=2.03, Synergy_Bliss=-1.42, Synergy_Loewe=-3.84, Synergy_HSA=-2.45.